From a dataset of Full USPTO retrosynthesis dataset with 1.9M reactions from patents (1976-2016). Predict the reactants needed to synthesize the given product. Given the product [C:11]1([C:10]2[C:3]3[C:2]([C:27]4([CH2:30][OH:31])[CH2:28][CH2:29][NH:24][CH2:25][CH2:26]4)=[N:7][CH:6]=[N:5][C:4]=3[S:8][CH:9]=2)[CH:16]=[CH:15][CH:14]=[CH:13][CH:12]=1, predict the reactants needed to synthesize it. The reactants are: Cl[C:2]1[C:3]2[C:10]([C:11]3[CH:16]=[CH:15][CH:14]=[CH:13][CH:12]=3)=[CH:9][S:8][C:4]=2[N:5]=[CH:6][N:7]=1.C(N(CC)CC)C.[NH:24]1[CH2:29][CH2:28][CH:27]([CH2:30][OH:31])[CH2:26][CH2:25]1.